This data is from NCI-60 drug combinations with 297,098 pairs across 59 cell lines. The task is: Regression. Given two drug SMILES strings and cell line genomic features, predict the synergy score measuring deviation from expected non-interaction effect. (1) Drug 1: CN(CCCl)CCCl.Cl. Drug 2: CC1=C(C(=O)C2=C(C1=O)N3CC4C(C3(C2COC(=O)N)OC)N4)N. Cell line: UACC-257. Synergy scores: CSS=14.9, Synergy_ZIP=-4.26, Synergy_Bliss=-1.38, Synergy_Loewe=-2.92, Synergy_HSA=-0.819. (2) Drug 1: C(=O)(N)NO. Drug 2: CC1CCC2CC(C(=CC=CC=CC(CC(C(=O)C(C(C(=CC(C(=O)CC(OC(=O)C3CCCCN3C(=O)C(=O)C1(O2)O)C(C)CC4CCC(C(C4)OC)O)C)C)O)OC)C)C)C)OC. Cell line: OVCAR-8. Synergy scores: CSS=16.8, Synergy_ZIP=-3.54, Synergy_Bliss=2.96, Synergy_Loewe=-6.28, Synergy_HSA=3.67.